The task is: Predict the reactants needed to synthesize the given product.. This data is from Full USPTO retrosynthesis dataset with 1.9M reactions from patents (1976-2016). (1) Given the product [Br:16][C:17]1[CH:18]=[C:19]([N:6]2[C:7]3[CH:8]=[CH:9][C:10]([CH3:13])=[CH:11][C:12]=3[C:4]3[CH2:3][N:2]([CH3:1])[CH2:15][CH2:14][C:5]2=3)[CH:20]=[CH:21][CH:22]=1, predict the reactants needed to synthesize it. The reactants are: [CH3:1][N:2]1[CH2:15][CH2:14][C:5]2[NH:6][C:7]3[CH:8]=[CH:9][C:10]([CH3:13])=[CH:11][C:12]=3[C:4]=2[CH2:3]1.[Br:16][C:17]1[CH:22]=[CH:21][CH:20]=[C:19](Br)[CH:18]=1.[O-]P([O-])([O-])=O.[K+].[K+].[K+].N1CCC[C@H]1C(O)=O. (2) Given the product [Br:12][C:8]1[N:7]=[C:6]([CH:3]([OH:5])[CH3:4])[CH:11]=[CH:10][CH:9]=1, predict the reactants needed to synthesize it. The reactants are: [BH4-].[Na+].[C:3]([C:6]1[CH:11]=[CH:10][CH:9]=[C:8]([Br:12])[N:7]=1)(=[O:5])[CH3:4].[Cl-].[NH4+]. (3) Given the product [Cl:1][C:2]1[CH:3]=[C:4]([C:12]2[N:16]=[CH:15][N:14](/[CH:17]=[CH:18]\[C:19]3[O:20][CH:23]=[N:22][N:21]=3)[N:13]=2)[CH:5]=[C:6]([O:8][CH:9]([CH3:11])[CH3:10])[CH:7]=1, predict the reactants needed to synthesize it. The reactants are: [Cl:1][C:2]1[CH:3]=[C:4]([C:12]2[N:16]=[CH:15][N:14](/[CH:17]=[CH:18]\[C:19]([NH:21][NH2:22])=[O:20])[N:13]=2)[CH:5]=[C:6]([O:8][CH:9]([CH3:11])[CH3:10])[CH:7]=1.[CH3:23]OC(OC)OC.CS(O)(=O)=O.CCOC(C)=O.CCCCCC. (4) Given the product [C:1]([O:5][C:6]([N:8]1[CH:9]([CH2:36][C:37](=[O:38])[N:52]2[CH2:56][CH2:55][CH2:54][CH2:53]2)[CH2:10][CH:11]([N:16]([CH2:21][C:22]2[CH:27]=[C:26]([C:28]([F:30])([F:29])[F:31])[CH:25]=[C:24]([C:32]([F:35])([F:34])[F:33])[CH:23]=2)[C:17]([O:19][CH3:20])=[O:18])[CH2:12][CH:13]1[CH2:14][CH3:15])=[O:7])([CH3:3])([CH3:2])[CH3:4], predict the reactants needed to synthesize it. The reactants are: [C:1]([O:5][C:6]([N:8]1[CH:13]([CH2:14][CH3:15])[CH2:12][CH:11]([N:16]([CH2:21][C:22]2[CH:27]=[C:26]([C:28]([F:31])([F:30])[F:29])[CH:25]=[C:24]([C:32]([F:35])([F:34])[F:33])[CH:23]=2)[C:17]([O:19][CH3:20])=[O:18])[CH2:10][CH:9]1[CH2:36][C:37](O)=[O:38])=[O:7])([CH3:4])([CH3:3])[CH3:2].C(N1C=CN=C1)(N1C=CN=C1)=O.[NH:52]1[CH2:56][CH2:55][CH2:54][CH2:53]1.